Dataset: Forward reaction prediction with 1.9M reactions from USPTO patents (1976-2016). Task: Predict the product of the given reaction. (1) Given the reactants [CH3:1][C:2]1[C:11]([CH3:12])=[C:10]2[C:5]([CH2:6][CH2:7][C:8]([CH2:14][CH2:15][C:16]([OH:18])=[O:17])([CH3:13])[O:9]2)=[C:4]([CH3:19])[C:3]=1[OH:20].C(OC(=O)C)(C)C, predict the reaction product. The product is: [CH3:12][C:11]1[C:10](=[O:9])[C:5]([CH2:6][CH2:7][C:8]2([CH3:13])[CH2:14][CH2:15][C:16](=[O:18])[O:17]2)=[C:4]([CH3:19])[C:3](=[O:20])[C:2]=1[CH3:1]. (2) Given the reactants [CH2:1]([O:8][C:9]([N:11]1[CH2:16][CH2:15][CH:14]([C:17]2[O:18][C:19]3[C:25]([C:26]([O:28]C)=O)=[CH:24][CH:23]=[CH:22][C:20]=3[N:21]=2)[CH2:13][CH2:12]1)=[O:10])[C:2]1[CH:7]=[CH:6][CH:5]=[CH:4][CH:3]=1.O.[NH3:31], predict the reaction product. The product is: [C:26]([C:25]1[C:19]2[O:18][C:17]([CH:14]3[CH2:13][CH2:12][N:11]([C:9]([O:8][CH2:1][C:2]4[CH:3]=[CH:4][CH:5]=[CH:6][CH:7]=4)=[O:10])[CH2:16][CH2:15]3)=[N:21][C:20]=2[CH:22]=[CH:23][CH:24]=1)(=[O:28])[NH2:31]. (3) Given the reactants [F:1][C:2]1[CH:11]=[CH:10][C:5]([C:6](=O)[CH2:7]Br)=[CH:4][CH:3]=1.C([O:14][CH:15](OCC)[C:16]([NH2:18])=[S:17])C, predict the reaction product. The product is: [F:1][C:2]1[CH:11]=[CH:10][C:5]([C:6]2[N:18]=[C:16]([CH:15]=[O:14])[S:17][CH:7]=2)=[CH:4][CH:3]=1.